Dataset: Forward reaction prediction with 1.9M reactions from USPTO patents (1976-2016). Task: Predict the product of the given reaction. (1) Given the reactants [H-].[Na+].[CH:3]1([CH:9]=[O:10])[CH2:8][CH2:7][CH2:6][CH2:5][CH2:4]1.[CH:11](Cl)(Cl)Cl.[OH-:15].[Na+].C1C[O:20][CH2:19]C1, predict the reaction product. The product is: [CH:3]1([CH:9]([O:10][CH3:11])[C:19]([OH:20])=[O:15])[CH2:8][CH2:7][CH2:6][CH2:5][CH2:4]1. (2) Given the reactants [CH2:1]([C:3]1[N:4]([C:15]2[CH:20]=[CH:19][C:18]([CH2:21][CH2:22][NH:23][C:24](=[O:30])OC(C)(C)C)=[CH:17][CH:16]=2)[CH:5]=[C:6]([C:8]2[CH:13]=[CH:12][CH:11]=[C:10]([CH3:14])[N:9]=2)[N:7]=1)[CH3:2].[Cl:31][C:32]1[CH:37]=[CH:36][C:35]([S:38]([N:41]=C=O)(=[O:40])=[O:39])=[CH:34][CH:33]=1, predict the reaction product. The product is: [Cl:31][C:32]1[CH:33]=[CH:34][C:35]([S:38]([NH:41][C:24]([NH:23][CH2:22][CH2:21][C:18]2[CH:19]=[CH:20][C:15]([N:4]3[CH:5]=[C:6]([C:8]4[CH:13]=[CH:12][CH:11]=[C:10]([CH3:14])[N:9]=4)[N:7]=[C:3]3[CH2:1][CH3:2])=[CH:16][CH:17]=2)=[O:30])(=[O:39])=[O:40])=[CH:36][CH:37]=1. (3) Given the reactants [CH3:1][C@@H:2]1[CH2:7][CH2:6][C@H:5]([O:8][C:9]2[C:10]([C:21]([F:24])([F:23])[F:22])=[C:11]3[C:16](=[CH:17][CH:18]=2)[CH:15]=[C:14]([CH:19]=[O:20])[CH:13]=[CH:12]3)[CH2:4][CH2:3]1.[CH3:25]C(C)=O.C(=O)=O.C[Mg+].[Br-].C1(C)C=CC=CC=1.C1COCC1, predict the reaction product. The product is: [CH3:1][C@@H:2]1[CH2:3][CH2:4][C@H:5]([O:8][C:9]2[C:10]([C:21]([F:22])([F:23])[F:24])=[C:11]3[C:16](=[CH:17][CH:18]=2)[CH:15]=[C:14]([CH:19]([OH:20])[CH3:25])[CH:13]=[CH:12]3)[CH2:6][CH2:7]1. (4) Given the reactants [F:1][C:2]1[C:3]([C:9]2[N:13]([CH:14]3[CH2:19][CH2:18][O:17][CH2:16][CH2:15]3)[C:12]([CH3:20])=[N:11][CH:10]=2)=[N:4][C:5]([NH2:8])=[N:6][CH:7]=1.Br[C:22]1[CH:23]=[N:24][C:25]([O:28][CH3:29])=[N:26][CH:27]=1, predict the reaction product. The product is: [F:1][C:2]1[C:3]([C:9]2[N:13]([CH:14]3[CH2:19][CH2:18][O:17][CH2:16][CH2:15]3)[C:12]([CH3:20])=[N:11][CH:10]=2)=[N:4][C:5]([NH:8][C:22]2[CH:23]=[N:24][C:25]([O:28][CH3:29])=[N:26][CH:27]=2)=[N:6][CH:7]=1. (5) The product is: [Cl:1][C:2]1[CH:7]=[CH:6][CH:5]=[CH:4][C:3]=1[C:8]1[CH:13]=[C:12]([CH3:14])[N:11]=[CH:10][C:9]=1[N:15]([CH2:16][C:17]([F:20])([F:18])[F:19])[C:37](=[O:52])[C:38]1[CH:43]=[C:42]([C:44]([F:47])([F:45])[F:46])[CH:41]=[C:40]([S:48]([CH3:51])(=[O:50])=[O:49])[CH:39]=1. Given the reactants [Cl:1][C:2]1[CH:7]=[CH:6][CH:5]=[CH:4][C:3]=1[C:8]1[CH:13]=[C:12]([CH3:14])[N:11]=[CH:10][C:9]=1[NH:15][CH2:16][C:17]([F:20])([F:19])[F:18].FC1C=CC=C(OC)C=1C1C=CN=CC=1N(CC(F)(F)F)[C:37](=[O:52])[C:38]1[CH:43]=[C:42]([C:44]([F:47])([F:46])[F:45])[CH:41]=[C:40]([S:48]([CH3:51])(=[O:50])=[O:49])[CH:39]=1.CCN(C(C)C)C(C)C, predict the reaction product. (6) Given the reactants [N:1]([CH2:4][CH2:5][C@H:6]([NH:17][C:18]([C:20]1[C:21]2[CH:28]=[N:27][N:26]([C:29]3[CH:34]=[CH:33][C:32]([F:35])=[CH:31][CH:30]=3)[C:22]=2[CH:23]=[N:24][CH:25]=1)=[O:19])[C:7]1[CH:12]=[CH:11][N:10]=[C:9]([S:13]([CH3:16])(=[O:15])=[O:14])[CH:8]=1)=[N+]=[N-].C1(P(C2C=CC=CC=2)C2C=CC=CC=2)C=CC=CC=1.O.C(#N)C, predict the reaction product. The product is: [NH2:1][CH2:4][CH2:5][C@H:6]([NH:17][C:18]([C:20]1[C:21]2[CH:28]=[N:27][N:26]([C:29]3[CH:30]=[CH:31][C:32]([F:35])=[CH:33][CH:34]=3)[C:22]=2[CH:23]=[N:24][CH:25]=1)=[O:19])[C:7]1[CH:12]=[CH:11][N:10]=[C:9]([S:13]([CH3:16])(=[O:14])=[O:15])[CH:8]=1. (7) The product is: [C:21]([S:23][C:4]1([CH2:3][CH:2]=[O:1])[CH2:7][N:6]([C:8]([O:10][C:11]([CH3:14])([CH3:13])[CH3:12])=[O:9])[CH2:5]1)(=[O:24])[CH3:22]. Given the reactants [O:1]=[CH:2][CH:3]=[C:4]1[CH2:7][N:6]([C:8]([O:10][C:11]([CH3:14])([CH3:13])[CH3:12])=[O:9])[CH2:5]1.N1CCCCC1.[C:21]([OH:24])(=[S:23])[CH3:22], predict the reaction product.